Dataset: Reaction yield outcomes from USPTO patents with 853,638 reactions. Task: Predict the reaction yield, written as a fraction of the theoretical maximum amount of product (1.0 means a 100% yield; for example, 0.34 means a 34% yield). (1) The yield is 0.210. The reactants are [CH:1]1([C:4]2[NH:8][C:7]3[C:9]([C:14]([OH:16])=O)=[CH:10][CH:11]=[C:12]([OH:13])[C:6]=3[N:5]=2)[CH2:3][CH2:2]1.[NH2:17][CH:18]1[CH2:23][CH2:22][CH2:21][N:20](C(OC(C)(C)C)=O)[CH2:19]1. The product is [CH:1]1([C:4]2[NH:8][C:7]3[C:9]([C:14]([NH:17][CH:18]4[CH2:23][CH2:22][CH2:21][NH:20][CH2:19]4)=[O:16])=[CH:10][CH:11]=[C:12]([OH:13])[C:6]=3[N:5]=2)[CH2:2][CH2:3]1. No catalyst specified. (2) The reactants are [Cl:1][C:2]1[C:3]([F:45])=[C:4]([C@@H:8]2[C@:12]([C:15]3[CH:20]=[CH:19][C:18]([Cl:21])=[CH:17][C:16]=3[F:22])([C:13]#[N:14])[C@H:11]([CH2:23][C:24]([CH3:27])([CH3:26])[CH3:25])[NH:10][C@H:9]2[C:28]([NH:30][C:31]2[CH:40]=[CH:39][C:34]([C:35]([O:37]C)=[O:36])=[C:33]([C:41]([F:44])([F:43])[F:42])[CH:32]=2)=[O:29])[CH:5]=[CH:6][CH:7]=1.C1COCC1.[OH-].[Na+].Cl. The catalyst is CO. The product is [Cl:21][C:18]1[CH:19]=[CH:20][C:15]([C@@:12]2([C:13]#[N:14])[C@H:11]([CH2:23][C:24]([CH3:26])([CH3:25])[CH3:27])[NH:10][C@@H:9]([C:28]([NH:30][C:31]3[CH:40]=[CH:39][C:34]([C:35]([OH:37])=[O:36])=[C:33]([C:41]([F:43])([F:44])[F:42])[CH:32]=3)=[O:29])[C@@H:8]2[C:4]2[CH:5]=[CH:6][CH:7]=[C:2]([Cl:1])[C:3]=2[F:45])=[C:16]([F:22])[CH:17]=1. The yield is 0.460. (3) The reactants are Cl[C:2]1[C:3]2[CH:20]=[CH:19][C:18](=[O:21])[N:17]([C:22]3[C:27]([F:28])=[CH:26][CH:25]=[CH:24][C:23]=3[F:29])[C:4]=2[N:5]=[C:6]([NH:8][CH2:9][CH2:10][CH2:11][N:12]([CH2:15][CH3:16])[CH2:13][CH3:14])[N:7]=1.[CH3:30][C:31]1[C:39](B2OC(C)(C)C(C)(C)O2)=[CH:38][CH:37]=[CH:36][C:32]=1[C:33]([OH:35])=[O:34].C(=O)([O-])[O-].[K+].[K+]. The catalyst is O1CCOCC1.O.C1C=CC([P]([Pd]([P](C2C=CC=CC=2)(C2C=CC=CC=2)C2C=CC=CC=2)([P](C2C=CC=CC=2)(C2C=CC=CC=2)C2C=CC=CC=2)[P](C2C=CC=CC=2)(C2C=CC=CC=2)C2C=CC=CC=2)(C2C=CC=CC=2)C2C=CC=CC=2)=CC=1. The product is [CH2:13]([N:12]([CH2:15][CH3:16])[CH2:11][CH2:10][CH2:9][NH:8][C:6]1[N:7]=[C:2]([C:39]2[C:31]([CH3:30])=[C:32]([CH:36]=[CH:37][CH:38]=2)[C:33]([OH:35])=[O:34])[C:3]2[CH:20]=[CH:19][C:18](=[O:21])[N:17]([C:22]3[C:27]([F:28])=[CH:26][CH:25]=[CH:24][C:23]=3[F:29])[C:4]=2[N:5]=1)[CH3:14]. The yield is 0.990. (4) The reactants are Br[CH2:2][C:3]1[CH:17]=[CH:16][CH:15]=[CH:14][C:4]=1[CH2:5][P:6](=[O:13])([O:10][CH2:11][CH3:12])[O:7][CH2:8][CH3:9].[C:18]1(=[O:28])[NH:22][C:21](=[O:23])[C:20]2=[CH:24][CH:25]=[CH:26][CH:27]=[C:19]12.[K].CN(C)C=O. The catalyst is O. The product is [O:23]=[C:21]1[C:20]2[C:19](=[CH:27][CH:26]=[CH:25][CH:24]=2)[C:18](=[O:28])[N:22]1[CH2:2][C:3]1[CH:17]=[CH:16][CH:15]=[CH:14][C:4]=1[CH2:5][P:6](=[O:13])([O:10][CH2:11][CH3:12])[O:7][CH2:8][CH3:9]. The yield is 0.830. (5) The yield is 1.01. The catalyst is C(O)C. The reactants are Cl[CH2:2][C:3]1[C:8]([CH3:9])=[C:7]([O:10][CH2:11][CH2:12][CH2:13][O:14][CH3:15])[CH:6]=[CH:5][N:4]=1.[N:16]1[C:20]2[CH:21]=[CH:22][CH:23]=[CH:24][C:19]=2[NH:18][C:17]=1[SH:25].[OH-].[Na+]. The product is [CH3:15][O:14][CH2:13][CH2:12][CH2:11][O:10][C:7]1[CH:6]=[CH:5][N:4]=[C:3]([CH2:2][S:25][C:17]2[NH:18][C:19]3[CH:24]=[CH:23][CH:22]=[CH:21][C:20]=3[N:16]=2)[C:8]=1[CH3:9]. (6) The reactants are [NH2:1][C:2]1[CH:36]=[CH:35][C:5]([O:6][C:7]2[C:16]3[C:11](=[CH:12][C:13]([O:19][CH2:20][CH2:21][CH:22]4[CH2:27][CH2:26][N:25]([C:28]([O:30][C:31]([CH3:34])([CH3:33])[CH3:32])=[O:29])[CH2:24][CH2:23]4)=[C:14]([C:17]#[N:18])[CH:15]=3)[N:10]=[CH:9][CH:8]=2)=[CH:4][C:3]=1[Cl:37].[N:38]1[CH:43]=C[CH:41]=[CH:40][CH:39]=1.ClC(OC1C=CC=CC=1)=[O:46].C1(N)CC1.C(=O)(O)[O-].[Na+]. The catalyst is CN(C)C=O.C(OCC)(=O)C. The product is [Cl:37][C:3]1[CH:4]=[C:5]([CH:35]=[CH:36][C:2]=1[NH:1][C:43]([NH:38][CH:39]1[CH2:41][CH2:40]1)=[O:46])[O:6][C:7]1[C:16]2[C:11](=[CH:12][C:13]([O:19][CH2:20][CH2:21][CH:22]3[CH2:23][CH2:24][N:25]([C:28]([O:30][C:31]([CH3:34])([CH3:32])[CH3:33])=[O:29])[CH2:26][CH2:27]3)=[C:14]([C:17]#[N:18])[CH:15]=2)[N:10]=[CH:9][CH:8]=1. The yield is 0.608.